Dataset: Reaction yield outcomes from USPTO patents with 853,638 reactions. Task: Predict the reaction yield, written as a fraction of the theoretical maximum amount of product (1.0 means a 100% yield; for example, 0.34 means a 34% yield). The reactants are CON(C)[C:4]([C:6]1[S:10][C:9]([C:11]2[CH:16]=[CH:15][CH:14]=[CH:13][CH:12]=2)=[N:8][CH:7]=1)=[O:5].[CH2:18]([Mg]Br)[CH3:19]. The catalyst is O1CCCC1. The product is [C:11]1([C:9]2[S:10][C:6]([C:4](=[O:5])[CH2:18][CH3:19])=[CH:7][N:8]=2)[CH:16]=[CH:15][CH:14]=[CH:13][CH:12]=1. The yield is 0.930.